From a dataset of Forward reaction prediction with 1.9M reactions from USPTO patents (1976-2016). Predict the product of the given reaction. (1) Given the reactants S([N:11]1[C:15]2=[N:16][CH:17]=[C:18]([NH:20][NH:21][C:22]([C@@H:24]3[CH2:28][CH2:27][C@@H:26]([CH2:29][NH:30]C(=O)OC(C)(C)C)[CH2:25]3)=O)[N:19]=[C:14]2[CH:13]=[CH:12]1)(C1C=CC(C)=CC=1)(=O)=O.C(OC(NC[C@@H]1CC[C@@H](C(O)=O)C1)=O)(C)(C)C.CCN(C(C)C)C(C)C.O=S(Cl)[Cl:66].[OH-].[Na+], predict the reaction product. The product is: [ClH:66].[C:22]1([C@@H:24]2[CH2:28][CH2:27][C@@H:26]([CH2:29][NH2:30])[CH2:25]2)[N:19]2[C:14]3[CH:13]=[CH:12][NH:11][C:15]=3[N:16]=[CH:17][C:18]2=[N:20][N:21]=1. (2) The product is: [F:40][C:41]([F:46])([F:45])[C:42]([OH:44])=[O:43].[OH:22][C:20]1[CH:21]=[C:12]([C:7]2[CH:8]=[CH:9][CH:10]=[CH:11][C:6]=2[CH2:5][S:2]([CH3:1])(=[O:4])=[O:3])[CH:13]=[C:14]2[C:19]=1[N:18]=[CH:17][NH:16][C:15]2=[O:39]. Given the reactants [CH3:1][S:2]([CH2:5][C:6]1[CH:11]=[CH:10][CH:9]=[CH:8][C:7]=1[C:12]1[CH:13]=[C:14]2[C:19](=[C:20]([O:22]COCC[Si](C)(C)C)[CH:21]=1)[N:18]=[CH:17][N:16](COCC[Si](C)(C)C)[C:15]2=[O:39])(=[O:4])=[O:3].[F:40][C:41]([F:46])([F:45])[C:42]([OH:44])=[O:43], predict the reaction product. (3) Given the reactants [NH2:1][C:2]1[CH:3]=[C:4]([CH:8]=[C:9](Br)[CH:10]=1)[C:5]([OH:7])=[O:6].[C:12]1(B(O)O)[CH2:16][CH2:15][CH2:14][CH:13]=1.C(=O)([O-])[O-].[K+].[K+].O, predict the reaction product. The product is: [NH2:1][C:2]1[CH:3]=[C:4]([CH:8]=[C:9]([C:12]2[CH2:16][CH2:15][CH2:14][CH:13]=2)[CH:10]=1)[C:5]([OH:7])=[O:6]. (4) Given the reactants [F:1][C:2]1[C:11]([O:12][CH3:13])=[C:10]([C:14]#[C:15][C:16]([CH3:19])([CH3:18])[CH3:17])[CH:9]=[CH:8][C:3]=1[C:4]([O:6]C)=[O:5].[OH-].[Na+], predict the reaction product. The product is: [F:1][C:2]1[C:11]([O:12][CH3:13])=[C:10]([C:14]#[C:15][C:16]([CH3:19])([CH3:18])[CH3:17])[CH:9]=[CH:8][C:3]=1[C:4]([OH:6])=[O:5]. (5) Given the reactants Cl[C:2]1[N:3]=[C:4]([NH:11][C:12]2[CH:24]=[CH:23][C:15]3[O:16][C:17]([CH3:22])([CH3:21])[C:18](=[O:20])[NH:19][C:14]=3[CH:13]=2)[C:5]2[CH:10]=[CH:9][NH:8][C:6]=2[N:7]=1.[NH2:25][C:26]1[CH:34]=[C:33]2[C:29]([CH:30]=[N:31][NH:32]2)=[CH:28][CH:27]=1.C[Si](Cl)(C)C, predict the reaction product. The product is: [NH:32]1[C:33]2[C:29](=[CH:28][CH:27]=[C:26]([NH:25][C:2]3[N:3]=[C:4]([NH:11][C:12]4[CH:24]=[CH:23][C:15]5[O:16][C:17]([CH3:22])([CH3:21])[C:18](=[O:20])[NH:19][C:14]=5[CH:13]=4)[C:5]4[CH:10]=[CH:9][NH:8][C:6]=4[N:7]=3)[CH:34]=2)[CH:30]=[N:31]1. (6) Given the reactants Cl[C:2]1[N:9]=[CH:8][CH:7]=[CH:6][C:3]=1[C:4]#[N:5].[F:10][C:11]1[CH:16]=[C:15]([F:17])[CH:14]=[C:13]([F:18])[C:12]=1B(O)O, predict the reaction product. The product is: [F:10][C:11]1[CH:16]=[C:15]([F:17])[CH:14]=[C:13]([F:18])[C:12]=1[C:2]1[N:9]=[CH:8][CH:7]=[CH:6][C:3]=1[C:4]#[N:5].